Dataset: Full USPTO retrosynthesis dataset with 1.9M reactions from patents (1976-2016). Task: Predict the reactants needed to synthesize the given product. (1) Given the product [N:15]1([C:20]2[CH:25]=[C:24]([N+:26]([O-:28])=[O:27])[C:23]([NH:29][C:8](=[O:31])[CH3:14])=[C:22]([CH3:30])[CH:21]=2)[CH:19]=[CH:18][N:17]=[CH:16]1, predict the reactants needed to synthesize it. The reactants are: N1(C2C=C(N)C(N)=[C:8]([CH3:14])C=2)C=CN=C1.[N:15]1([C:20]2[CH:25]=[C:24]([N+:26]([O-:28])=[O:27])[C:23]([NH2:29])=[C:22]([CH3:30])[CH:21]=2)[CH:19]=[CH:18][N:17]=[CH:16]1.[OH2:31]. (2) Given the product [F:18][C:19]1[CH:20]=[C:21]([N:13]2[C:14]3[C:10](=[C:9]([O:8][CH2:7][C:1]4[CH:2]=[CH:3][CH:4]=[CH:5][CH:6]=4)[CH:17]=[CH:16][CH:15]=3)[CH:11]=[N:12]2)[CH:22]=[CH:23][C:24]=1[O:25][CH2:26][C:27]1[CH:32]=[CH:31][CH:30]=[CH:29][CH:28]=1, predict the reactants needed to synthesize it. The reactants are: [C:1]1([CH2:7][O:8][C:9]2[CH:17]=[CH:16][CH:15]=[C:14]3[C:10]=2[CH:11]=[N:12][NH:13]3)[CH:6]=[CH:5][CH:4]=[CH:3][CH:2]=1.[F:18][C:19]1[CH:20]=[C:21](B(O)O)[CH:22]=[CH:23][C:24]=1[O:25][CH2:26][C:27]1[CH:32]=[CH:31][CH:30]=[CH:29][CH:28]=1.C(N(CC)CC)C.B(O)O. (3) Given the product [OH:11][CH2:12][CH2:13][CH:14]1[O:18][C:17]2=[N:19][C:20]([N+:22]([O-:24])=[O:23])=[CH:21][N:16]2[CH2:15]1, predict the reactants needed to synthesize it. The reactants are: FC(F)(F)C(O)=O.COC[O:11][CH2:12][CH2:13][CH:14]1[O:18][C:17]2=[N:19][C:20]([N+:22]([O-:24])=[O:23])=[CH:21][N:16]2[CH2:15]1. (4) Given the product [CH2:1]([O:3][C:4]1[CH:9]=[CH:8][C:7]([F:10])=[CH:6][C:5]=1[C:11]1[C:12]2[NH:19][C:18]([CH3:20])=[C:17]([C:21]([NH:23][CH:24]3[CH2:25][CH2:26][N:27]([C:33](=[O:34])[CH2:32][O:31][CH3:30])[CH2:28][CH2:29]3)=[O:22])[C:13]=2[N:14]=[CH:15][N:16]=1)[CH3:2], predict the reactants needed to synthesize it. The reactants are: [CH2:1]([O:3][C:4]1[CH:9]=[CH:8][C:7]([F:10])=[CH:6][C:5]=1[C:11]1[C:12]2[NH:19][C:18]([CH3:20])=[C:17]([C:21]([NH:23][CH:24]3[CH2:29][CH2:28][NH:27][CH2:26][CH2:25]3)=[O:22])[C:13]=2[N:14]=[CH:15][N:16]=1)[CH3:2].[CH3:30][O:31][CH2:32][C:33](Cl)=[O:34]. (5) Given the product [C:1]([O:6][C:7]1([CH3:17])[CH:8]2[CH2:16][CH:12]3[CH2:11][CH:10]([CH2:15][CH:14]1[CH2:13]3)[CH2:9]2)(=[O:5])[C:2]([CH3:4])=[CH2:3].[CH:18]12[CH2:24][CH:21]([CH2:22][CH2:23]1)[CH:20]=[CH:19]2.[C:28]1(=[O:29])[O:30][C:25](=[O:31])[CH:26]=[CH:27]1, predict the reactants needed to synthesize it. The reactants are: [C:1]([O:6][C:7]1([CH3:17])[CH:14]2[CH2:15][CH:10]3[CH2:11][CH:12]([CH2:16][CH:8]1[CH2:9]3)[CH2:13]2)(=[O:5])[C:2]([CH3:4])=[CH2:3].[CH:18]12[CH2:24][CH:21]([CH2:22][CH2:23]1)[CH:20]=[CH:19]2.[C:25]1(=[O:31])[O:30][C:28](=[O:29])[CH:27]=[CH:26]1.N(C(C)(C)C#N)=NC(C)(C)C#N. (6) Given the product [CH:1]([N:4]([C:5]1[CH:10]=[CH:9][C:8]([O:11][CH3:12])=[CH:7][CH:6]=1)[C:14]([NH2:15])=[O:13])([CH3:3])[CH3:2], predict the reactants needed to synthesize it. The reactants are: [CH:1]([NH:4][C:5]1[CH:10]=[CH:9][C:8]([O:11][CH3:12])=[CH:7][CH:6]=1)([CH3:3])[CH3:2].[O-:13][C:14]#[N:15].[Na+].